From a dataset of Reaction yield outcomes from USPTO patents with 853,638 reactions. Predict the reaction yield, written as a fraction of the theoretical maximum amount of product (1.0 means a 100% yield; for example, 0.34 means a 34% yield). (1) The reactants are [CH2:1]([NH:19][C:20](=[O:45])[CH2:21][CH2:22][CH:23]([CH:25]1[C:41]2([CH3:42])[CH:28]([CH:29]3[CH:38]([CH2:39][CH2:40]2)[C:37]2([CH3:43])[CH:32]([CH2:33][CH:34]([OH:44])[CH2:35][CH2:36]2)[CH2:31][CH2:30]3)[CH2:27][CH2:26]1)[CH3:24])[CH2:2][CH2:3][CH2:4][CH2:5][CH2:6][CH2:7][CH2:8][CH2:9][CH2:10][CH2:11][CH2:12][CH2:13][CH2:14][CH2:15][CH2:16][CH2:17][CH3:18].[C:46](=O)([O:55]N1C(=O)CCC1=O)[O:47][N:48]1[C:52](=[O:53])[CH2:51][CH2:50][C:49]1=[O:54].C(N(CC)CC)C.C(#N)C. The catalyst is ClCCl. The product is [O:54]=[C:49]1[CH2:50][CH2:51][C:52](=[O:53])[N:48]1[O:47][C:46](=[O:55])[O:44][CH:34]1[CH2:33][CH:32]2[C:37]([CH3:43])([CH:38]3[CH:29]([CH2:30][CH2:31]2)[CH:28]2[C:41]([CH3:42])([CH:25]([CH:23]([CH3:24])[CH2:22][CH2:21][C:20](=[O:45])[NH:19][CH2:1][CH2:2][CH2:3][CH2:4][CH2:5][CH2:6][CH2:7][CH2:8][CH2:9][CH2:10][CH2:11][CH2:12][CH2:13][CH2:14][CH2:15][CH2:16][CH2:17][CH3:18])[CH2:26][CH2:27]2)[CH2:40][CH2:39]3)[CH2:36][CH2:35]1. The yield is 0.810. (2) The reactants are Cl[C:2]1[C:11]2[C:6](=[CH:7][CH:8]=[C:9]([F:12])[CH:10]=2)[N:5]=[C:4]([C:13]([C:15]2[CH:20]=[CH:19][C:18]([F:21])=[CH:17][CH:16]=2)=[O:14])[N:3]=1.[CH3:22][C:23]1[NH:27][N:26]=[C:25]([NH2:28])[CH:24]=1. No catalyst specified. The product is [F:12][C:9]1[CH:10]=[C:11]2[C:6](=[CH:7][CH:8]=1)[N:5]=[C:4]([C:13]([C:15]1[CH:20]=[CH:19][C:18]([F:21])=[CH:17][CH:16]=1)=[O:14])[N:3]=[C:2]2[NH:28][C:25]1[CH:24]=[C:23]([CH3:22])[NH:27][N:26]=1. The yield is 0.850. (3) The catalyst is C(O)C. The yield is 0.840. The reactants are [OH:1][CH2:2][C:3]1O[CH:5]=[C:6]([O:10][CH2:11][C:12]2[CH:17]=[CH:16][C:15]([O:18][CH3:19])=[CH:14][CH:13]=2)[C:7](=[O:9])[CH:8]=1.[NH4+:20]. The product is [OH:1][CH2:2][C:3]1[NH:20][CH:5]=[C:6]([O:10][CH2:11][C:12]2[CH:17]=[CH:16][C:15]([O:18][CH3:19])=[CH:14][CH:13]=2)[C:7](=[O:9])[CH:8]=1. (4) The reactants are [Br:1][C:2]1[CH:10]=[CH:9][CH:8]=[C:7]2[C:3]=1[CH:4]([C:17]1[C:25]([OH:26])=[CH:24][C:20]3[O:21][CH2:22][O:23][C:19]=3[CH:18]=1)[C:5](=[O:16])[N:6]2[CH2:11][CH2:12][CH2:13][CH2:14][CH3:15].C(N(CC)CC)C.Cl[Si](C)(C)C.[CH2:39]=[O:40].FC(F)(F)S([O-])(=O)=O.[Yb+3].FC(F)(F)S([O-])(=O)=O.FC(F)(F)S([O-])(=O)=O. The catalyst is ClCCl. The product is [Br:1][C:2]1[CH:10]=[CH:9][CH:8]=[C:7]2[C:3]=1[C:4]([C:17]1[C:25]([OH:26])=[CH:24][C:20]3[O:21][CH2:22][O:23][C:19]=3[CH:18]=1)([CH2:39][OH:40])[C:5](=[O:16])[N:6]2[CH2:11][CH2:12][CH2:13][CH2:14][CH3:15]. The yield is 0.790. (5) The reactants are [CH3:1][O:2][C:3]1[CH:4]=[C:5]2[C:10](=[CH:11][C:12]=1[O:13][CH3:14])[N:9]=[CH:8][N:7]=[C:6]2[N:15]1[CH2:20][CH2:19][N:18]([C:21]([NH:23][C:24]2[CH:29]=[CH:28][C:27]([N+:30]([O-])=O)=[CH:26][CH:25]=2)=[O:22])[CH2:17][CH2:16]1.[H][H]. The catalyst is C(O)C.O.[C].[Pd]. The product is [NH2:30][C:27]1[CH:28]=[CH:29][C:24]([NH:23][C:21]([N:18]2[CH2:17][CH2:16][N:15]([C:6]3[C:5]4[C:10](=[CH:11][C:12]([O:13][CH3:14])=[C:3]([O:2][CH3:1])[CH:4]=4)[N:9]=[CH:8][N:7]=3)[CH2:20][CH2:19]2)=[O:22])=[CH:25][CH:26]=1. The yield is 0.290. (6) The reactants are Cl[C:2]1[C:11]2[C:6](=[CH:7][C:8]([NH:12][C:13]([O:15][CH2:16]C)=[O:14])=[CH:9][CH:10]=2)[CH:5]=[CH:4][N:3]=1.[CH3:18][O-:19].[Na+].[Cl-].[NH4+]. The catalyst is CS(C)=O. The product is [CH3:18][O:19][C:2]1[C:11]2[C:6](=[CH:7][C:8]([NH:12][C:13]([O:15][CH3:16])=[O:14])=[CH:9][CH:10]=2)[CH:5]=[CH:4][N:3]=1. The yield is 0.840. (7) The reactants are [F:1][C:2]([F:34])([F:33])[C:3]1[CH:4]=[C:5]([CH:26]=[C:27]([C:29]([F:32])([F:31])[F:30])[CH:28]=1)[C:6]([N:8]1[CH2:25][CH2:24][C:11]2([N:15]([C:16]3[CH:21]=[CH:20][CH:19]=[CH:18][C:17]=3[Cl:22])[CH2:14][NH:13][C:12]2=[O:23])[CH2:10][CH2:9]1)=[O:7].[N:35]1[CH:40]=[CH:39][CH:38]=[C:37](B(O)O)[CH:36]=1.C(N(CC)CC)C. The catalyst is ClCCl.C([O-])(=O)C.[Cu+2].C([O-])(=O)C. The product is [F:32][C:29]([F:31])([F:30])[C:27]1[CH:26]=[C:5]([CH:4]=[C:3]([C:2]([F:1])([F:33])[F:34])[CH:28]=1)[C:6]([N:8]1[CH2:9][CH2:10][C:11]2([N:15]([C:16]3[CH:21]=[CH:20][CH:19]=[CH:18][C:17]=3[Cl:22])[CH2:14][N:13]([C:37]3[CH:36]=[N:35][CH:40]=[CH:39][CH:38]=3)[C:12]2=[O:23])[CH2:24][CH2:25]1)=[O:7]. The yield is 0.410. (8) The reactants are C(OC([N:8]1[CH2:13][CH2:12][C:11](=[CH:14][C:15]2[CH:20]=[CH:19][CH:18]=[CH:17][C:16]=2[C:21]([N:23]2[CH2:37][C:26]3=[C:27]4[N:32]([N:33]=[C:25]3[CH2:24]2)[C:31]([CH3:34])=[C:30]([Cl:35])[C:29]([CH3:36])=[N:28]4)=[O:22])[CH2:10][CH2:9]1)=O)(C)(C)C.C(O)(C(F)(F)F)=O. The catalyst is C(Cl)Cl. The product is [Cl:35][C:30]1[C:29]([CH3:36])=[N:28][C:27]2[N:32]([N:33]=[C:25]3[CH2:24][N:23]([C:21]([C:16]4[CH:17]=[CH:18][CH:19]=[CH:20][C:15]=4[CH:14]=[C:11]4[CH2:12][CH2:13][NH:8][CH2:9][CH2:10]4)=[O:22])[CH2:37][C:26]3=2)[C:31]=1[CH3:34]. The yield is 0.620. (9) The reactants are [CH3:1][C:2]1([CH3:15])[C:11]2[C:6](=[CH:7][C:8]([N+:12]([O-:14])=[O:13])=[CH:9][CH:10]=2)[NH:5][CH2:4][CH2:3]1.[CH3:16][C:17]([O:20][C:21](O[C:21]([O:20][C:17]([CH3:19])([CH3:18])[CH3:16])=[O:22])=[O:22])([CH3:19])[CH3:18]. No catalyst specified. The product is [C:17]([O:20][C:21]([N:5]1[C:6]2[C:11](=[CH:10][CH:9]=[C:8]([N+:12]([O-:14])=[O:13])[CH:7]=2)[C:2]([CH3:15])([CH3:1])[CH2:3][CH2:4]1)=[O:22])([CH3:19])([CH3:18])[CH3:16]. The yield is 0.220. (10) The reactants are [CH2:1]([O:3][C:4](=[O:11])[CH2:5][C:6](=O)[CH:7](Br)[CH3:8])[CH3:2].[F:12][C:13]([F:24])([F:23])[C:14]1[CH:22]=[CH:21][C:17]([C:18]([NH2:20])=[S:19])=[CH:16][CH:15]=1.O. The catalyst is C(O)C. The product is [CH2:1]([O:3][C:4](=[O:11])[CH2:5][C:6]1[N:20]=[C:18]([C:17]2[CH:16]=[CH:15][C:14]([C:13]([F:23])([F:12])[F:24])=[CH:22][CH:21]=2)[S:19][C:7]=1[CH3:8])[CH3:2]. The yield is 0.610.